Dataset: Full USPTO retrosynthesis dataset with 1.9M reactions from patents (1976-2016). Task: Predict the reactants needed to synthesize the given product. (1) Given the product [F:32][C:29]1[CH:30]=[CH:31][C:26]([CH2:25][NH:24][C:18]2[CH:17]=[C:16]([CH:21]=[CH:20][C:19]=2[O:22][CH3:23])[C:15]([NH:14][C:5]2([C:3]([OH:4])=[O:2])[CH2:6][C:7]3[C:12](=[CH:11][CH:10]=[CH:9][CH:8]=3)[CH2:13]2)=[O:33])=[CH:27][CH:28]=1, predict the reactants needed to synthesize it. The reactants are: C[O:2][C:3]([C:5]1([NH:14][C:15](=[O:33])[C:16]2[CH:21]=[CH:20][C:19]([O:22][CH3:23])=[C:18]([NH:24][CH2:25][C:26]3[CH:31]=[CH:30][C:29]([F:32])=[CH:28][CH:27]=3)[CH:17]=2)[CH2:13][C:12]2[C:7](=[CH:8][CH:9]=[CH:10][CH:11]=2)[CH2:6]1)=[O:4].O.[OH-].[Li+]. (2) Given the product [C:51]([CH2:50][N:22]1[CH2:21][CH2:20][C:19]2[C:24](=[CH:25][CH:26]=[CH:27][C:18]=2[NH:11][CH2:10][C:8]([N:7]([CH2:6][CH2:5][N:4]([CH3:39])[CH3:3])[CH2:28][C:29]2[CH:34]=[CH:33][CH:32]=[CH:31][C:30]=2[C:35]([F:38])([F:37])[F:36])=[O:9])[CH2:23]1)#[N:52], predict the reactants needed to synthesize it. The reactants are: Cl.Cl.[CH3:3][N:4]([CH3:39])[CH2:5][CH2:6][N:7]([CH2:28][C:29]1[CH:34]=[CH:33][CH:32]=[CH:31][C:30]=1[C:35]([F:38])([F:37])[F:36])[C:8]([CH2:10][N:11]([C:18]1[CH:27]=[CH:26][CH:25]=[C:24]2[C:19]=1[CH2:20][CH2:21][NH:22][CH2:23]2)C(=O)C(F)(F)F)=[O:9].ClCC#N.CC(C)([O-])C.[Na+].[CH3:50][C:51]#[N:52]. (3) Given the product [NH2:2][C:3]1[C:12]2[N:13]=[C:14]([CH2:21][CH2:22][C:23](=[O:24])[CH3:28])[N:15]([CH2:16][C:17]([OH:19])([CH3:18])[CH3:20])[C:11]=2[C:10]2[CH:9]=[CH:8][CH:7]=[CH:6][C:5]=2[N:4]=1, predict the reactants needed to synthesize it. The reactants are: Cl.[NH2:2][C:3]1[C:12]2[N:13]=[C:14]([CH2:21][CH2:22][C:23]3([CH3:28])OCC[O:24]3)[N:15]([CH2:16][C:17]([CH3:20])([OH:19])[CH3:18])[C:11]=2[C:10]2[CH:9]=[CH:8][CH:7]=[CH:6][C:5]=2[N:4]=1.[OH-].[Na+]. (4) Given the product [NH2:5][C:4]1[C:3]2[CH:6]=[C:7]([O:10][CH3:11])[CH:8]=[CH:9][C:2]=2[O:1][C:19]=1[C:20]([NH2:22])=[O:21], predict the reactants needed to synthesize it. The reactants are: [OH:1][C:2]1[CH:9]=[CH:8][C:7]([O:10][CH3:11])=[CH:6][C:3]=1[C:4]#[N:5].C(=O)([O-])[O-].[Cs+].[Cs+].Cl[CH2:19][C:20]([NH2:22])=[O:21].[I-].[K+].